Dataset: Forward reaction prediction with 1.9M reactions from USPTO patents (1976-2016). Task: Predict the product of the given reaction. (1) The product is: [CH2:22]([NH:21][C:19]([C:18]1[C:17]([NH:16][C:13]2[CH:14]=[CH:15][C:10]([O:9][C:7]3[CH:6]=[CH:5][N:4]=[C:3]([C:59]([NH2:61])=[O:60])[CH:8]=3)=[C:11]([F:34])[CH:12]=2)=[N:33][CH:32]=[CH:31][CH:30]=1)=[O:20])[C:23]1[CH:24]=[CH:25][CH:26]=[CH:27][CH:71]=1. Given the reactants Cl.N[C:3]1[CH:8]=[C:7]([O:9][C:10]2[CH:15]=[CH:14][C:13]([NH:16][C:17]3[N:33]=[CH:32][CH:31]=[CH:30][C:18]=3[C:19]([NH:21][C:22]3[CH:27]=[CH:26][C:25](F)=[CH:24][C:23]=3F)=[O:20])=[CH:12][C:11]=2[F:34])[CH:6]=[CH:5][N:4]=1.Cl.N1C2=NC=CC(OC3C=CC(NC4C([C:59]([NH:61]C5C=CC(F)=CC=5F)=[O:60])=CN=CC=4)=CC=3F)=C2C=C1.[CH2:71](NC(=O)C1C=CC=NC=1Cl)C1C=CC=CC=1, predict the reaction product. (2) Given the reactants [N:1]1[C:6]2[NH:7][CH:8]=[CH:9][C:5]=2[CH:4]=[N:3][CH:2]=1.[C:10]([O:14][C:15](=[O:34])[N:16]([C:26]1[CH:31]=[CH:30][C:29]([CH:32]=[O:33])=[CH:28][N:27]=1)[CH2:17][C:18]1[CH:19]=[N:20][C:21]([O:24][CH3:25])=[CH:22][CH:23]=1)([CH3:13])([CH3:12])[CH3:11].[OH-].[K+].C(=O)(O)[O-].[Na+], predict the reaction product. The product is: [C:10]([O:14][C:15](=[O:34])[N:16]([C:26]1[CH:31]=[CH:30][C:29]([CH:32]([OH:33])[C:9]2[C:5]3[CH:4]=[N:3][CH:2]=[N:1][C:6]=3[NH:7][CH:8]=2)=[CH:28][N:27]=1)[CH2:17][C:18]1[CH:19]=[N:20][C:21]([O:24][CH3:25])=[CH:22][CH:23]=1)([CH3:13])([CH3:11])[CH3:12]. (3) Given the reactants [C:1]([O:5][C:6](=[O:32])[C:7]1[CH:12]=[CH:11][C:10]([C:13]2(O)[CH2:17][C:16]([C:22]3[CH:27]=[C:26]([Cl:28])[CH:25]=[C:24]([Cl:29])[CH:23]=3)([C:18]([F:21])([F:20])[F:19])[O:15][CH2:14]2)=[CH:9][C:8]=1[CH3:31])([CH3:4])([CH3:3])[CH3:2].S(Cl)(Cl)=O.C(N(CC)CC)C, predict the reaction product. The product is: [C:1]([O:5][C:6](=[O:32])[C:7]1[CH:12]=[CH:11][C:10]([C:13]2[CH2:17][C:16]([C:22]3[CH:27]=[C:26]([Cl:28])[CH:25]=[C:24]([Cl:29])[CH:23]=3)([C:18]([F:20])([F:19])[F:21])[O:15][CH:14]=2)=[CH:9][C:8]=1[CH3:31])([CH3:4])([CH3:3])[CH3:2]. (4) Given the reactants [Cl:1][C:2]1[CH:7]=[CH:6][C:5]([CH2:8][CH:9]([O:24][CH2:25][CH:26]([CH3:28])[CH3:27])[CH2:10][NH:11][C:12]2[CH:17]=[CH:16][C:15]([CH:18]([CH3:20])[CH3:19])=[CH:14][C:13]=2[N+:21]([O-])=O)=[CH:4][CH:3]=1.[H][H], predict the reaction product. The product is: [Cl:1][C:2]1[CH:3]=[CH:4][C:5]([CH2:8][CH:9]([O:24][CH2:25][CH:26]([CH3:28])[CH3:27])[CH2:10][NH:11][C:12]2[C:13]([NH2:21])=[CH:14][C:15]([CH:18]([CH3:20])[CH3:19])=[CH:16][CH:17]=2)=[CH:6][CH:7]=1. (5) Given the reactants [CH2:1]([O:5][C:6]([C:8]1[N:9]=[C:10](O)[C:11]2[C:16]([C:17]=1[OH:18])=[CH:15][CH:14]=[C:13]([S:19][CH:20]1[CH2:25][CH2:24][CH2:23][CH2:22][CH2:21]1)[CH:12]=2)=[O:7])[CH2:2][CH2:3][CH3:4].P(Br)(Br)([Br:29])=O, predict the reaction product. The product is: [CH2:1]([O:5][C:6]([C:8]1[N:9]=[C:10]([Br:29])[C:11]2[C:16]([C:17]=1[OH:18])=[CH:15][CH:14]=[C:13]([S:19][CH:20]1[CH2:25][CH2:24][CH2:23][CH2:22][CH2:21]1)[CH:12]=2)=[O:7])[CH2:2][CH2:3][CH3:4]. (6) Given the reactants [CH:1]([C:4]1[CH:9]=[CH:8][CH:7]=[CH:6][C:5]=1[NH:10][C:11]([NH:13]/[N:14]=[CH:15]/[C:16]1[CH:17]=[C:18]2[C:37](=[CH:38][CH:39]=1)[C:22]1[N:23]=[CH:24][N:25]([C:26]3[CH:31]=[CH:30][C:29]([O:32][C:33]([F:36])([F:35])[F:34])=[CH:28][CH:27]=3)[C:21]=1[CH:20]=[CH:19]2)=[S:12])([CH3:3])[CH3:2].C([O-])([O-])=O.[K+].[K+].Br[CH2:47][CH2:48][CH2:49]Cl, predict the reaction product. The product is: [CH:1]([C:4]1[CH:9]=[CH:8][CH:7]=[CH:6][C:5]=1[N:10]1[CH2:49][CH2:48][CH2:47][S:12]/[C:11]/1=[N:13]/[N:14]=[CH:15]\[C:16]1[CH:17]=[C:18]2[C:37](=[CH:38][CH:39]=1)[C:22]1[N:23]=[CH:24][N:25]([C:26]3[CH:31]=[CH:30][C:29]([O:32][C:33]([F:35])([F:36])[F:34])=[CH:28][CH:27]=3)[C:21]=1[CH:20]=[CH:19]2)([CH3:3])[CH3:2].